Dataset: Forward reaction prediction with 1.9M reactions from USPTO patents (1976-2016). Task: Predict the product of the given reaction. (1) The product is: [ClH:2].[CH3:7][O:8][C:9]([CH3:13])([CH3:12])[C:10](=[NH:1])[NH2:11]. Given the reactants [NH4+:1].[Cl-:2].C[Al](C)C.[CH3:7][O:8][C:9]([CH3:13])([CH3:12])[C:10]#[N:11].CO, predict the reaction product. (2) Given the reactants [Cl:1][C:2]1[CH:7]=[CH:6][C:5]([O:8][C:9]([F:12])([F:11])[F:10])=[CH:4][C:3]=1[N:13]1[CH2:28][CH2:27][C:16]2([O:21][CH2:20][CH:19]([CH2:22][C:23]([O:25]C)=[O:24])[CH2:18][CH2:17]2)[CH2:15][CH2:14]1.BrC1C=C(OC(F)(F)F)C=CC=1Cl.C(=O)([O-])[O-].[Cs+].[Cs+], predict the reaction product. The product is: [Cl:1][C:2]1[CH:7]=[CH:6][C:5]([O:8][C:9]([F:10])([F:12])[F:11])=[CH:4][C:3]=1[N:13]1[CH2:28][CH2:27][C:16]2([O:21][CH2:20][CH:19]([CH2:22][C:23]([OH:25])=[O:24])[CH2:18][CH2:17]2)[CH2:15][CH2:14]1. (3) Given the reactants [C:1]([O:5][C:6](=[O:42])[NH:7][C@H:8]1[CH2:13][CH2:12][C@@H:11]([N:14]2[C:19](=[O:20])[C:18]3[CH:21]=[C:22]([F:25])[CH:23]=[N:24][C:17]=3[N:16]([C:26]3[CH:27]=[C:28]([C:32]4[CH:37]=[CH:36][C:35]([OH:38])=[CH:34][C:33]=4[CH:39]=O)[CH:29]=[CH:30][CH:31]=3)[C:15]2=[O:41])[CH2:10][CH2:9]1)([CH3:4])([CH3:3])[CH3:2].[CH3:43][NH:44][CH3:45], predict the reaction product. The product is: [CH3:43][N:44]([CH2:39][C:33]1[CH:34]=[C:35]([OH:38])[CH:36]=[CH:37][C:32]=1[C:28]1[CH:29]=[CH:30][CH:31]=[C:26]([N:16]2[C:17]3[N:24]=[CH:23][C:22]([F:25])=[CH:21][C:18]=3[C:19](=[O:20])[N:14]([C@@H:11]3[CH2:12][CH2:13][C@H:8]([NH:7][C:6](=[O:42])[O:5][C:1]([CH3:4])([CH3:2])[CH3:3])[CH2:9][CH2:10]3)[C:15]2=[O:41])[CH:27]=1)[CH3:45].